Task: Predict the product of the given reaction.. Dataset: Forward reaction prediction with 1.9M reactions from USPTO patents (1976-2016) (1) Given the reactants [F:1][C:2]1([CH3:19])[C@@:6]([OH:8])([CH3:7])[CH:5]([CH2:9][OH:10])[O:4][C@H:3]1[N:11]1[CH:16]=[CH:15][C:14](=[O:17])[NH:13][C:12]1=[O:18].[C:20](Cl)(=[O:24])[CH2:21][CH2:22][CH3:23].O, predict the reaction product. The product is: [C:20]([O:10][CH2:9][C@@H:5]1[C:6]([OH:8])([CH3:7])[C@:2]([F:1])([CH3:19])[CH:3]([N:11]2[CH:16]=[CH:15][C:14](=[O:17])[NH:13][C:12]2=[O:18])[O:4]1)(=[O:24])[CH2:21][CH2:22][CH3:23]. (2) Given the reactants C([O:8][C:9]1[CH:14]=[CH:13][C:12]([C:15]2[C:16](=[O:30])[C:17]([CH3:29])([CH3:28])[O:18][C:19]=2[C:20]2[CH:25]=[CH:24][C:23]([O:26][CH3:27])=[CH:22][CH:21]=2)=[CH:11][CH:10]=1)C1C=CC=CC=1.[H][H], predict the reaction product. The product is: [OH:8][C:9]1[CH:10]=[CH:11][C:12]([C:15]2[C:16](=[O:30])[C:17]([CH3:28])([CH3:29])[O:18][C:19]=2[C:20]2[CH:25]=[CH:24][C:23]([O:26][CH3:27])=[CH:22][CH:21]=2)=[CH:13][CH:14]=1. (3) Given the reactants [Br:1][C:2]1[CH:7]=[C:6]([Cl:8])[C:5]([OH:9])=[C:4]([Cl:10])[CH:3]=1.CN(C=O)C.[Si:16](Cl)([C:19]([CH3:22])([CH3:21])[CH3:20])([CH3:18])[CH3:17], predict the reaction product. The product is: [Br:1][C:2]1[CH:7]=[C:6]([Cl:8])[C:5]([O:9][Si:16]([C:19]([CH3:22])([CH3:21])[CH3:20])([CH3:18])[CH3:17])=[C:4]([Cl:10])[CH:3]=1. (4) The product is: [CH:43]12[NH:42][CH:46]([CH2:45][CH2:44]1)[CH2:47][C:48](=[C:2]1[C:15]3[CH:14]=[CH:13][CH:12]=[C:11]([C:16]([NH2:18])=[O:17])[C:10]=3[S:9][C:8]3[C:3]1=[CH:4][CH:5]=[CH:6][CH:7]=3)[CH2:50]2. Given the reactants O=[C:2]1[C:15]2[CH:14]=[CH:13][CH:12]=[C:11]([C:16]([NH2:18])=[O:17])[C:10]=2[S:9][C:8]2[C:3]1=[CH:4][CH:5]=[CH:6][CH:7]=2.OC1C2OC3C(=CC=CC=3)C(=O)C=2C=CC=1.CC(OC([N:42]1[C@@H:46]2[CH2:47][C:48]([CH2:50][C@H:43]1[CH2:44][CH2:45]2)=O)=O)(C)C, predict the reaction product.